Task: Regression/Classification. Given a drug SMILES string, predict its absorption, distribution, metabolism, or excretion properties. Task type varies by dataset: regression for continuous measurements (e.g., permeability, clearance, half-life) or binary classification for categorical outcomes (e.g., BBB penetration, CYP inhibition). For this dataset (solubility_aqsoldb), we predict Y.. Dataset: Aqueous solubility values for 9,982 compounds from the AqSolDB database (1) The compound is CCC1CCC(=NO)C(=NO)C1. The Y is -1.83 log mol/L. (2) The drug is CC(C)c1ccc2ccccc2c1C(C)C. The Y is -6.23 log mol/L. (3) The drug is N#CCCCCC#N. The Y is -0.131 log mol/L.